Predict the product of the given reaction. From a dataset of Forward reaction prediction with 1.9M reactions from USPTO patents (1976-2016). Given the reactants [NH2:1][C:2]1[N:7]2[N:8]=[CH:9][C:10]([C:11]3[CH:12]=[N:13][N:14]([C:16]4[CH:21]=[CH:20][CH:19]=[CH:18][CH:17]=4)[CH:15]=3)=[C:6]2[N:5]=[C:4]([CH:22]2[CH2:27][CH2:26][C:25]([CH2:29][OH:30])([OH:28])[CH2:24][CH2:23]2)[C:3]=1SC.[C:33]([O-])(O)=O.[Na+].O[O:39][S:40]([O-:42])=O.[K+], predict the reaction product. The product is: [NH2:1][C:2]1[N:7]2[N:8]=[CH:9][C:10]([C:11]3[CH:12]=[N:13][N:14]([C:16]4[CH:21]=[CH:20][CH:19]=[CH:18][CH:17]=4)[CH:15]=3)=[C:6]2[N:5]=[C:4]([CH:22]2[CH2:27][CH2:26][C:25]([CH2:29][OH:30])([OH:28])[CH2:24][CH2:23]2)[C:3]=1[S:40]([CH3:33])(=[O:42])=[O:39].